This data is from Catalyst prediction with 721,799 reactions and 888 catalyst types from USPTO. The task is: Predict which catalyst facilitates the given reaction. (1) Reactant: [Al+3].[Cl-].[Cl-].[Cl-].[Br:5][C:6]1[CH:7]=[CH:8][C:9]([CH3:18])=[C:10]([CH2:12][CH:13]([CH3:17])[C:14](Cl)=[O:15])[CH:11]=1. Product: [Br:5][C:6]1[CH:7]=[CH:8][C:9]([CH3:18])=[C:10]2[C:11]=1[C:14](=[O:15])[CH:13]([CH3:17])[CH2:12]2. The catalyst class is: 4. (2) Reactant: [Cl:1][C:2]1[C:7]([C:8]#[N:9])=[C:6](Cl)[C:5]([Cl:11])=[C:4]([Cl:12])[C:3]=1[C:13]#[N:14].C(N(CC)CC)C.[CH2:22]1[CH2:27][C@@H:26]([NH2:28])[C@H:25]([NH2:29])[CH2:24][CH2:23]1.O. Product: [NH2:28][C@@H:26]1[CH2:27][CH2:22][CH2:23][CH2:24][C@H:25]1[NH:29][C:6]1[C:5]([Cl:11])=[C:4]([Cl:12])[C:3]([C:13]#[N:14])=[C:2]([Cl:1])[C:7]=1[C:8]#[N:9]. The catalyst class is: 23. (3) Reactant: [CH3:1][C:2]1([CH3:24])[CH2:11][CH2:10][C:9]2[C:4](=[CH:5][CH:6]=[C:7]([S:12]([NH:15][CH2:16][C:17]([O:19][C:20]([CH3:23])([CH3:22])[CH3:21])=[O:18])(=[O:14])=[O:13])[CH:8]=2)[O:3]1.CCN(P1(N(C)CCCN1C)=NC(C)(C)C)CC.[Br:43][C:44]1[CH:49]=[CH:48][C:47]([O:50][CH3:51])=[C:46]([CH2:52]Br)[CH:45]=1. Product: [Br:43][C:44]1[CH:49]=[CH:48][C:47]([O:50][CH3:51])=[C:46]([CH:45]=1)[CH2:52][N:15]([CH2:16][C:17]([O:19][C:20]([CH3:23])([CH3:22])[CH3:21])=[O:18])[S:12]([C:7]1[CH:8]=[C:9]2[C:4](=[CH:5][CH:6]=1)[O:3][C:2]([CH3:24])([CH3:1])[CH2:11][CH2:10]2)(=[O:14])=[O:13]. The catalyst class is: 23.